This data is from Forward reaction prediction with 1.9M reactions from USPTO patents (1976-2016). The task is: Predict the product of the given reaction. (1) Given the reactants [C:1]1([CH:7]([C:11]2[CH:16]=[CH:15][CH:14]=[CH:13][CH:12]=2)[C:8](Cl)=[O:9])[CH:6]=[CH:5][CH:4]=[CH:3][CH:2]=1.[CH2:17]([NH:19][CH2:20][CH2:21][CH2:22][N:23]1[CH2:28][CH2:27][CH:26]([C:29]2[CH:30]=[C:31]([NH:35][C:36](=[O:40])[CH:37]([CH3:39])[CH3:38])[CH:32]=[CH:33][CH:34]=2)[CH2:25][CH2:24]1)[CH3:18], predict the reaction product. The product is: [C:1]1([CH:7]([C:11]2[CH:16]=[CH:15][CH:14]=[CH:13][CH:12]=2)[C:8]([N:19]([CH2:17][CH3:18])[CH2:20][CH2:21][CH2:22][N:23]2[CH2:28][CH2:27][CH:26]([C:29]3[CH:30]=[C:31]([NH:35][C:36](=[O:40])[CH:37]([CH3:39])[CH3:38])[CH:32]=[CH:33][CH:34]=3)[CH2:25][CH2:24]2)=[O:9])[CH:6]=[CH:5][CH:4]=[CH:3][CH:2]=1. (2) Given the reactants C1C=C(Cl)C=C(C(OO)=[O:9])C=1.[Br:12][C:13]1[CH:14]=[C:15]([C:25]([CH3:28])([CH3:27])[CH3:26])[C:16]([O:21][CH2:22][O:23][CH3:24])=[C:17]([CH:20]=1)C=O, predict the reaction product. The product is: [Br:12][C:13]1[CH:14]=[C:15]([C:25]([CH3:28])([CH3:27])[CH3:26])[C:16]([O:21][CH2:22][O:23][CH3:24])=[C:17]([OH:9])[CH:20]=1. (3) Given the reactants [CH:1]1([NH:6][C:7]2([CH2:12]O)[CH2:11][CH2:10][CH2:9][CH2:8]2)[CH2:5][CH2:4][CH2:3][CH2:2]1.O=S(Cl)[Cl:16].[ClH:18], predict the reaction product. The product is: [ClH:16].[Cl:18][CH2:12][C:7]1([NH:6][CH:1]2[CH2:5][CH2:4][CH2:3][CH2:2]2)[CH2:11][CH2:10][CH2:9][CH2:8]1. (4) Given the reactants [NH:1]1[CH2:4][CH:3]([CH2:5][C:6]2[N:7]([CH3:32])[C:8]3[C:13]([N:14]=2)=[C:12]([N:15]2[CH2:20][CH2:19][O:18][CH2:17][CH2:16]2)[N:11]=[C:10]([N:21]2[C:25]4[CH:26]=[CH:27][CH:28]=[CH:29][C:24]=4[N:23]=[C:22]2[CH2:30][CH3:31])[N:9]=3)[CH2:2]1.[CH3:33][C:34]1([O:37][CH2:36]1)[CH3:35], predict the reaction product. The product is: [CH2:30]([C:22]1[N:21]([C:10]2[N:9]=[C:8]3[C:13]([N:14]=[C:6]([CH2:5][CH:3]4[CH2:2][N:1]([CH2:33][C:34]([CH3:36])([OH:37])[CH3:35])[CH2:4]4)[N:7]3[CH3:32])=[C:12]([N:15]3[CH2:20][CH2:19][O:18][CH2:17][CH2:16]3)[N:11]=2)[C:25]2[CH:26]=[CH:27][CH:28]=[CH:29][C:24]=2[N:23]=1)[CH3:31].